From a dataset of Catalyst prediction with 721,799 reactions and 888 catalyst types from USPTO. Predict which catalyst facilitates the given reaction. (1) Product: [CH3:11][C:3]1[C:2]([B:12]2[O:16][C:15]([CH3:18])([CH3:17])[C:14]([CH3:20])([CH3:19])[O:13]2)=[CH:10][C:6]2[N:7]=[CH:8][S:9][C:5]=2[CH:4]=1. Reactant: Br[C:2]1[C:3]([CH3:11])=[CH:4][C:5]2[S:9][CH:8]=[N:7][C:6]=2[CH:10]=1.[B:12]1([B:12]2[O:16][C:15]([CH3:18])([CH3:17])[C:14]([CH3:20])([CH3:19])[O:13]2)[O:16][C:15]([CH3:18])([CH3:17])[C:14]([CH3:20])([CH3:19])[O:13]1.C([O-])(=O)C.[K+].CC(=O)OCC.[Cl-].[Na+].O. The catalyst class is: 12. (2) Reactant: C([O:8][C:9]([C:11]1[CH:12]=[C:13]2[C:18](=[CH:19][CH:20]=1)[N:17]=[C:16]([NH2:21])[CH:15]=[CH:14]2)=[O:10])C1C=CC=CC=1.CC(O)C.[OH-].[K+:27]. Product: [K+:27].[NH2:21][C:16]1[CH:15]=[CH:14][C:13]2[C:18](=[CH:19][CH:20]=[C:11]([C:9]([O-:10])=[O:8])[CH:12]=2)[N:17]=1. The catalyst class is: 6. (3) Reactant: N1(O[CH2:11][CH2:12][CH2:13][CH2:14][CH:15]([C:23]2[NH:27][N:26]=[C:25]([NH:28][C:29]3[CH:30]=[N:31][C:32]([N:37]4[CH:41]=[C:40]([Cl:42])[N:39]=[CH:38]4)=[C:33]([O:35][CH3:36])[CH:34]=3)[N:24]=2)[C:16]2[CH:21]=[CH:20][C:19]([F:22])=[CH:18][CH:17]=2)C2C=CC=CC=2N=N1.CCN(C(C)C)C(C)C. Product: [Cl:42][C:40]1[N:39]=[CH:38][N:37]([C:32]2[N:31]=[CH:30][C:29]([NH:28][C:25]3[N:24]=[C:23]4[CH:15]([C:16]5[CH:17]=[CH:18][C:19]([F:22])=[CH:20][CH:21]=5)[CH2:14][CH2:13][CH2:12][CH2:11][N:27]4[N:26]=3)=[CH:34][C:33]=2[O:35][CH3:36])[CH:41]=1. The catalyst class is: 131. (4) Reactant: [OH:1][C:2]1[CH:3]=[CH:4][C:5]2[O:9][C:8](=[O:10])[S:7][C:6]=2[CH:11]=1.[CH2:12]([N:16]=[C:17]=[O:18])[CH2:13][CH2:14][CH3:15].C(N(CC)CC)C. Product: [CH2:12]([NH:16][C:17]([O:1][C:2]1[CH:3]=[CH:4][C:5]2[O:9][C:8](=[O:10])[S:7][C:6]=2[CH:11]=1)=[O:18])[CH2:13][CH2:14][CH3:15]. The catalyst class is: 3. (5) Product: [CH2:1]([O:73][CH:30]1[C@@H:31]([O:65][CH2:66][C:67]2[CH:68]=[CH:69][CH:70]=[CH:71][CH:72]=2)[C@H:32]([O:57][CH2:58][C:59]2[CH:64]=[CH:63][CH:62]=[CH:61][CH:60]=2)[C:33]([CH2:45][O:46][CH2:47][C:48]2[CH:49]=[CH:50][C:51]([O:54][CH3:55])=[CH:52][CH:53]=2)([CH2:34][O:35][CH2:36][C:37]2[CH:38]=[CH:39][C:40]([O:43][CH3:44])=[CH:41][CH:42]=2)[O:56][C:29]1([C:9]1[CH:14]=[CH:13][C:12]([F:15])=[C:11]([CH2:16][C:17]2[CH:22]=[CH:21][C:20]([O:23][CH2:24][CH3:25])=[CH:19][CH:18]=2)[CH:10]=1)[OH:81])[C:2]1[CH:87]=[CH:86][CH:85]=[CH:4][CH:3]=1. Reactant: [CH2:1]([Li])[CH2:2][CH2:3][CH3:4].O=O.Br[C:9]1[CH:14]=[CH:13][C:12]([F:15])=[C:11]([CH2:16][C:17]2[CH:22]=[CH:21][C:20]([O:23][CH2:24][CH3:25])=[CH:19][CH:18]=2)[CH:10]=1.CON(C)[C:29](=[O:81])[C@H:30]([O:73]CC1C=CC=CC=1)[C@@H:31]([O:65][CH2:66][C:67]1[CH:72]=[CH:71][CH:70]=[CH:69][CH:68]=1)[C@H:32]([O:57][CH2:58][C:59]1[CH:64]=[CH:63][CH:62]=[CH:61][CH:60]=1)[C:33]([OH:56])([CH2:45][O:46][CH2:47][C:48]1[CH:53]=[CH:52][C:51]([O:54][CH3:55])=[CH:50][CH:49]=1)[CH2:34][O:35][CH2:36][C:37]1[CH:42]=[CH:41][C:40]([O:43][CH3:44])=[CH:39][CH:38]=1.[Al].O1C[CH2:87][CH2:86][CH2:85]1. The catalyst class is: 27. (6) Reactant: C([O-])([O-])=O.[K+].[K+].[CH3:7][O:8][C:9]1[CH:42]=[CH:41][C:12]2[C:13]([C:16]3[C:24]4[C:19](=[CH:20][C:21]([O:25][C:26]([F:29])([F:28])[F:27])=[CH:22][CH:23]=4)[N:18](S(C4C=CC(C)=CC=4)(=O)=O)[C:17]=3[CH3:40])=[N:14][O:15][C:11]=2[CH:10]=1. Product: [CH3:7][O:8][C:9]1[CH:42]=[CH:41][C:12]2[C:13]([C:16]3[C:24]4[C:19](=[CH:20][C:21]([O:25][C:26]([F:28])([F:27])[F:29])=[CH:22][CH:23]=4)[NH:18][C:17]=3[CH3:40])=[N:14][O:15][C:11]=2[CH:10]=1. The catalyst class is: 5. (7) Reactant: [CH2:1]([O:4][C:5]([O:7][CH2:8][C:9]1[CH:17]=[CH:16][C:15]([C:18]#[N:19])=[CH:14][C:10]=1[C:11](O)=[O:12])=[O:6])[CH:2]=[CH2:3].CN(C)C=O.C(Cl)(=O)C([Cl:28])=O. Product: [CH2:1]([O:4][C:5]([O:7][CH2:8][C:9]1[CH:17]=[CH:16][C:15]([C:18]#[N:19])=[CH:14][C:10]=1[C:11]([Cl:28])=[O:12])=[O:6])[CH:2]=[CH2:3]. The catalyst class is: 426. (8) Product: [N+:8]([C:5]1[CH:6]=[CH:7][C:2]([NH:19][CH2:20][CH2:21][O:22][CH2:23][CH2:24][OH:18])=[C:3]([CH3:11])[CH:4]=1)([O-:10])=[O:9]. Reactant: F[C:2]1[CH:7]=[CH:6][C:5]([N+:8]([O-:10])=[O:9])=[CH:4][C:3]=1[CH3:11].CN1CCCC1=[O:18].[NH2:19][CH2:20][CH2:21][O:22][CH:23](O)[CH3:24].C([O-])([O-])=O.[K+].[K+]. The catalyst class is: 6. (9) Reactant: [SH:1][C:2]1[CH:7]=[CH:6][C:5]([OH:8])=[CH:4][CH:3]=1.[C:9](=O)([O-])[O-].[K+].[K+].IC. Product: [CH3:9][S:1][C:2]1[CH:7]=[CH:6][C:5]([OH:8])=[CH:4][CH:3]=1. The catalyst class is: 372. (10) Reactant: I[C:2]1[C:10]2[C:5](=[N:6][CH:7]=[N:8][C:9]=2[NH2:11])[N:4]([CH:12]([C:14]2[CH:15]=[C:16]3[N:21]([C:22]=2[C:23]2[CH:27]=[CH:26][N:25]([CH2:28][CH2:29][N:30]([CH2:41][CH2:42][O:43][Si](C)(C)C(C)(C)C)[CH2:31][CH2:32][O:33][Si](C)(C)C(C)(C)C)[N:24]=2)[CH:20]=[CH:19][CH:18]=[CH:17]3)[CH3:13])[N:3]=1.[F:51][C:52]1[CH:53]=[C:54](B(O)O)[CH:55]=[C:56]([OH:58])[CH:57]=1. Product: [NH2:11][C:9]1[N:8]=[CH:7][N:6]=[C:5]2[N:4]([CH:12]([C:14]3[CH:15]=[C:16]4[N:21]([C:22]=3[C:23]3[CH:27]=[CH:26][N:25]([CH2:28][CH2:29][N:30]([CH2:31][CH2:32][OH:33])[CH2:41][CH2:42][OH:43])[N:24]=3)[CH:20]=[CH:19][CH:18]=[CH:17]4)[CH3:13])[N:3]=[C:2]([C:54]3[CH:55]=[C:56]([OH:58])[CH:57]=[C:52]([F:51])[CH:53]=3)[C:10]=12. The catalyst class is: 5.